Dataset: Catalyst prediction with 721,799 reactions and 888 catalyst types from USPTO. Task: Predict which catalyst facilitates the given reaction. (1) Reactant: [H-].[Na+].N[C:4]1[CH:9]=CC=[CH:6][CH:5]=1.[CH3:10][C:11]1[CH2:15][C:14]([CH3:16])=[C:13]([CH3:17])[C:12]=1[CH3:18].Cl[Si:20](CCCC)(C)[C:21]1[CH:26]=[CH:25][CH:24]=[CH:23][CH:22]=1.[C:32](=O)([O-])O.[Na+].C(=O)([O-])[O-].[Na+].[Na+]. Product: [CH2:9]([CH2:18][C:12]1[C:11]([SiH2:20][C:21]2[CH:26]=[CH:25][CH:24]=[CH:23][CH:22]=2)([CH3:10])[C:15]([CH3:32])=[C:14]([CH3:16])[C:13]=1[CH3:17])[CH2:4][CH2:5][CH3:6]. The catalyst class is: 207. (2) Product: [C:18]1([C:28]2[CH:33]=[CH:32][CH:31]=[CH:30][CH:29]=2)[CH:23]=[CH:22][C:21]([S:24]([NH:1][C:2]2[C:3]([C:7]([NH:9][CH3:10])=[O:8])=[N:4][NH:5][CH:6]=2)(=[O:26])=[O:25])=[CH:20][CH:19]=1. Reactant: [NH2:1][C:2]1[C:3]([C:7]([NH:9][CH3:10])=[O:8])=[N:4][NH:5][CH:6]=1.C(N(CC)CC)C.[C:18]1([C:28]2[CH:33]=[CH:32][CH:31]=[CH:30][CH:29]=2)[CH:23]=[CH:22][C:21]([S:24](Cl)(=[O:26])=[O:25])=[CH:20][CH:19]=1.C(=O)([O-])O.[Na+]. The catalyst class is: 139.